This data is from Peptide-MHC class I binding affinity with 185,985 pairs from IEDB/IMGT. The task is: Regression. Given a peptide amino acid sequence and an MHC pseudo amino acid sequence, predict their binding affinity value. This is MHC class I binding data. (1) The peptide sequence is KMQRMLLEK. The MHC is HLA-A02:01 with pseudo-sequence HLA-A02:01. The binding affinity (normalized) is 0.0847. (2) The peptide sequence is YRHDGGNVL. The MHC is HLA-A68:01 with pseudo-sequence HLA-A68:01. The binding affinity (normalized) is 0. (3) The peptide sequence is SFNPETNIL. The MHC is HLA-A01:01 with pseudo-sequence HLA-A01:01. The binding affinity (normalized) is 0. (4) The peptide sequence is ALGIICSAL. The MHC is HLA-A02:01 with pseudo-sequence HLA-A02:01. The binding affinity (normalized) is 0.0847. (5) The peptide sequence is YVFVGTSRY. The MHC is SLA-10701 with pseudo-sequence SLA-10701. The binding affinity (normalized) is 0.820. (6) The peptide sequence is EYSGGLHGV. The MHC is HLA-A02:11 with pseudo-sequence HLA-A02:11. The binding affinity (normalized) is 0.264.